From a dataset of Forward reaction prediction with 1.9M reactions from USPTO patents (1976-2016). Predict the product of the given reaction. (1) Given the reactants CN(C)C([N:5]1[C:13]2[C:8](=[CH:9][C:10]([CH:14]([C:22]3[CH:27]=[CH:26][CH:25]=[CH:24][CH:23]=3)[C:15]([CH3:21])([CH3:20])[C:16]([O:18]C)=[O:17])=[CH:11][CH:12]=2)[CH:7]=[CH:6]1)=O.[OH-].[Na+].CO, predict the reaction product. The product is: [NH:5]1[C:13]2[C:8](=[CH:9][C:10]([CH:14]([C:22]3[CH:23]=[CH:24][CH:25]=[CH:26][CH:27]=3)[C:15]([CH3:21])([CH3:20])[C:16]([OH:18])=[O:17])=[CH:11][CH:12]=2)[CH:7]=[CH:6]1. (2) Given the reactants [N:1]1[CH:6]=[CH:5][CH:4]=[C:3]([O:7][CH2:8][CH2:9][CH2:10][NH2:11])[CH:2]=1.[C:12]1(=O)[O:17][C:15](=[O:16])[CH:14]=[CH:13]1.O.C1(C)C=CC(S(O)(=O)=O)=CC=1, predict the reaction product. The product is: [N:1]1[CH:6]=[CH:5][CH:4]=[C:3]([O:7][CH2:8][CH2:9][CH2:10][N:11]2[C:15](=[O:16])[CH:14]=[CH:13][C:12]2=[O:17])[CH:2]=1. (3) Given the reactants [C:1]([C:3]1[CH:12]=[CH:11][C:10]2[C:5](=[CH:6][CH:7]=[CH:8][C:9]=2[N:13]2[CH2:18][CH2:17][N:16](C(OC(C)(C)C)=O)[CH2:15][CH2:14]2)[N:4]=1)#[N:2], predict the reaction product. The product is: [N:13]1([C:9]2[CH:8]=[CH:7][CH:6]=[C:5]3[C:10]=2[CH:11]=[CH:12][C:3]([C:1]#[N:2])=[N:4]3)[CH2:18][CH2:17][NH:16][CH2:15][CH2:14]1. (4) Given the reactants [Cl:1][C:2]1[CH:7]=[CH:6][C:5]([O:8][C:9]2[CH:14]=[CH:13][C:12]([CH2:15]Cl)=[CH:11][CH:10]=2)=[CH:4][C:3]=1[C:17]([F:20])([F:19])[F:18].[N:21]1([CH2:30][C:31]2[C:32](=[O:38])[NH:33][C:34](=[S:37])[NH:35][CH:36]=2)[C:29]2[C:24](=[CH:25][CH:26]=[CH:27][CH:28]=2)[CH:23]=[CH:22]1.C([O-])([O-])=O.[K+].[K+], predict the reaction product. The product is: [Cl:1][C:2]1[CH:7]=[CH:6][C:5]([O:8][C:9]2[CH:14]=[CH:13][C:12]([CH2:15][S:37][C:34]3[NH:35][CH:36]=[C:31]([CH2:30][N:21]4[C:29]5[C:24](=[CH:25][CH:26]=[CH:27][CH:28]=5)[CH:23]=[CH:22]4)[C:32](=[O:38])[N:33]=3)=[CH:11][CH:10]=2)=[CH:4][C:3]=1[C:17]([F:20])([F:19])[F:18]. (5) Given the reactants [F:1][C:2]1[CH:25]=[CH:24][CH:23]=[CH:22][C:3]=1[CH2:4][N:5]1[CH2:10][CH2:9][N:8]([CH2:11][C:12]2[CH:13]=[N:14][CH:15]=[C:16]([CH:21]=2)[C:17]([O:19]C)=[O:18])[CH2:7][CH2:6]1.[OH-].[Li+], predict the reaction product. The product is: [F:1][C:2]1[CH:25]=[CH:24][CH:23]=[CH:22][C:3]=1[CH2:4][N:5]1[CH2:6][CH2:7][N:8]([CH2:11][C:12]2[CH:13]=[N:14][CH:15]=[C:16]([CH:21]=2)[C:17]([OH:19])=[O:18])[CH2:9][CH2:10]1. (6) Given the reactants C([O:3][C:4]([C@H:6]1[C@H:11]([O:12][C:13](=[O:15])[CH3:14])[C@@H:10]([OH:16])[C@@H:9]([OH:17])[CH2:8][O:7]1)=O)C, predict the reaction product. The product is: [C:13]([O:12][C@@H:11]1[C@H:10]2[O:16][C:4](=[O:3])[C@@H:6]1[O:7][CH2:8][C@@H:9]2[OH:17])(=[O:15])[CH3:14]. (7) The product is: [CH:19]1([C:17]([NH:16][C:14]2[N:15]=[C:10]3[CH:9]=[CH:8][C:7]([O:6][C:5]4[CH:22]=[CH:23][C:2]([NH:1][C:37]([C:34]5([C:32]([NH:31][C:25]6[CH:30]=[CH:29][CH:28]=[CH:27][CH:26]=6)=[O:33])[CH2:36][CH2:35]5)=[O:38])=[CH:3][C:4]=4[F:24])=[CH:12][N:11]3[CH:13]=2)=[O:18])[CH2:21][CH2:20]1. Given the reactants [NH2:1][C:2]1[CH:23]=[CH:22][C:5]([O:6][C:7]2[CH:8]=[CH:9][C:10]3[N:11]([CH:13]=[C:14]([NH:16][C:17]([CH:19]4[CH2:21][CH2:20]4)=[O:18])[N:15]=3)[CH:12]=2)=[C:4]([F:24])[CH:3]=1.[C:25]1([NH:31][C:32]([C:34]2([C:37](O)=[O:38])[CH2:36][CH2:35]2)=[O:33])[CH:30]=[CH:29][CH:28]=[CH:27][CH:26]=1.CN(C(ON1N=NC2C=CC=NC1=2)=[N+](C)C)C.F[P-](F)(F)(F)(F)F.C(N(CC)C(C)C)(C)C.C(=O)([O-])O.[Na+], predict the reaction product.